Dataset: Reaction yield outcomes from USPTO patents with 853,638 reactions. Task: Predict the reaction yield, written as a fraction of the theoretical maximum amount of product (1.0 means a 100% yield; for example, 0.34 means a 34% yield). (1) The reactants are [CH3:1][O:2][C:3]1[CH:8]=[CH:7][C:6]([C:9]2[N:10]=[C:11]([C:22]3([C:28]#[N:29])[CH2:27][CH2:26][NH:25][CH2:24][CH2:23]3)[S:12][C:13]=2[C:14]2[CH:19]=[CH:18][C:17]([O:20][CH3:21])=[CH:16][CH:15]=2)=[CH:5][CH:4]=1.ClC(Cl)(O[C:34](=[O:40])OC(Cl)(Cl)Cl)Cl.C(N(CC)CC)C.Cl.[CH3:50][NH:51][OH:52]. The catalyst is O1CCCC1. The product is [CH3:1][O:2][C:3]1[CH:8]=[CH:7][C:6]([C:9]2[N:10]=[C:11]([C:22]3([C:28]#[N:29])[CH2:27][CH2:26][N:25]([C:34](=[O:40])[N:51]([OH:52])[CH3:50])[CH2:24][CH2:23]3)[S:12][C:13]=2[C:14]2[CH:15]=[CH:16][C:17]([O:20][CH3:21])=[CH:18][CH:19]=2)=[CH:5][CH:4]=1. The yield is 0.690. (2) The reactants are [CH:1]([N:4]1[CH2:9][CH2:8][CH:7]([C:10](OCC)=[O:11])[CH2:6][CH2:5]1)([CH3:3])[CH3:2].[H-].[Al+3].[Li+].[H-].[H-].[H-].C(C(C(C([O-])=O)O)O)([O-])=O.[K+].[Na+]. The catalyst is C1COCC1. The product is [CH:1]([N:4]1[CH2:9][CH2:8][CH:7]([CH2:10][OH:11])[CH2:6][CH2:5]1)([CH3:3])[CH3:2]. The yield is 0.540. (3) The reactants are [CH:1]([NH:4][C:5](=[O:26])[O:6][CH2:7][C:8]1([CH2:21][CH2:22][CH:23]([CH3:25])[CH3:24])[C:17]2[C:12](=[CH:13][CH:14]=[CH:15][CH:16]=2)[C:11](=[O:18])[CH:10]=[C:9]1[O:19]C)([CH3:3])[CH3:2].I[Si](C)(C)C. The catalyst is C(#N)C. The product is [CH:1]([NH:4][C:5](=[O:26])[O:6][CH2:7][C:8]1([CH2:21][CH2:22][CH:23]([CH3:25])[CH3:24])[C:17]2[C:12](=[CH:13][CH:14]=[CH:15][CH:16]=2)[C:11](=[O:18])[CH2:10][C:9]1=[O:19])([CH3:3])[CH3:2]. The yield is 0.770. (4) The yield is 0.270. The reactants are FC1C=C2C(C(I)=CN2S(C2C=CC=CC=2)(=O)=O)=CC=1.C1(S([N:30]2[C:38]3[C:33](=[CH:34][CH:35]=[C:36]([F:39])[CH:37]=3)[C:32]([C:40]3[CH:50]=[CH:49][C:43]4[N:44]=[C:45]([O:47][CH3:48])[O:46][C:42]=4[CH:41]=3)=[CH:31]2)(=O)=O)C=CC=CC=1. No catalyst specified. The product is [F:39][C:36]1[CH:37]=[C:38]2[C:33]([C:32]([C:40]3[CH:50]=[CH:49][C:43]4[N:44]=[C:45]([O:47][CH3:48])[O:46][C:42]=4[CH:41]=3)=[CH:31][NH:30]2)=[CH:34][CH:35]=1. (5) The reactants are [CH2:1]([C@@:3]1([CH3:10])[CH2:7][O:6][C:5](=[O:8])[C@H:4]1[OH:9])[CH3:2].N1C(C)=CC=CC=1C.[C:19](Cl)(Cl)=[O:20].[NH2:23][C@@H:24]([CH2:38][CH2:39][CH2:40][CH3:41])[CH:25]([OH:37])[C:26]([NH:28][C@@H:29]([C:31]1[CH:36]=[CH:35][CH:34]=[CH:33][CH:32]=1)[CH3:30])=[O:27].C(N(CC)CC)C. The catalyst is CCOCC.O1CCCC1.C(OCC)(=O)C. The product is [OH:37][CH:25]([C@@H:24]([NH:23][C:19](=[O:20])[O:9][C@H:4]1[C@:3]([CH2:1][CH3:2])([CH3:10])[CH2:7][O:6][C:5]1=[O:8])[CH2:38][CH2:39][CH2:40][CH3:41])[C:26](=[O:27])[NH:28][C@@H:29]([C:31]1[CH:36]=[CH:35][CH:34]=[CH:33][CH:32]=1)[CH3:30]. The yield is 0.470. (6) The reactants are [Li+].CC([N-]C(C)C)C.CCCCCCC.C1COCC1.C(C1C=CC=CC=1)C.[C:29]([O:33][C:34](=[O:36])[CH3:35])([CH3:32])([CH3:31])[CH3:30].C[O:38][C:39](=O)[CH2:40][CH:41]([OH:50])[CH2:42][CH2:43][C:44]1[CH:49]=[CH:48][CH:47]=[CH:46][CH:45]=1. The catalyst is C1COCC1. The product is [C:29]([O:33][C:34](=[O:36])[CH2:35][C:39](=[O:38])[CH2:40][CH:41]([OH:50])[CH2:42][CH2:43][C:44]1[CH:45]=[CH:46][CH:47]=[CH:48][CH:49]=1)([CH3:32])([CH3:31])[CH3:30]. The yield is 0.950. (7) The reactants are [CH2:1]([NH:8][C:9](=[O:16])[NH:10][O:11][CH2:12][C:13]([OH:15])=O)[C:2]1[CH:7]=[CH:6][CH:5]=[CH:4][CH:3]=1.OC1C2N=NNC=2C=CC=1.C(N=C=NCCCN(C)C)C.[NH2:38][C@@H:39]([CH3:58])[C:40]([N:42]([CH2:51][C:52]1[CH:57]=[CH:56][CH:55]=[CH:54][CH:53]=1)[CH2:43][CH:44]([O:48][CH2:49][CH3:50])[O:45][CH2:46][CH3:47])=[O:41]. The catalyst is ClCCl.CN(C)C1C=CN=CC=1. The product is [CH2:51]([N:42]([CH2:43][CH:44]([O:45][CH2:46][CH3:47])[O:48][CH2:49][CH3:50])[C:40](=[O:41])[C@@H:39]([NH:38][C:13](=[O:15])[CH2:12][O:11][NH:10][C:9]([NH:8][CH2:1][C:2]1[CH:3]=[CH:4][CH:5]=[CH:6][CH:7]=1)=[O:16])[CH3:58])[C:52]1[CH:53]=[CH:54][CH:55]=[CH:56][CH:57]=1. The yield is 0.800. (8) The reactants are Cl[C:2]1[N:3]=[CH:4][C:5]2[CH:10]=[CH:9][N:8]([CH2:11][C:12]([N:14]3[CH2:19][CH2:18][O:17][CH2:16][CH2:15]3)=[O:13])[C:6]=2[N:7]=1.[CH2:20]1[C:29]2[C:24](=[CH:25][CH:26]=[CH:27][CH:28]=2)[CH2:23][CH2:22][N:21]1[CH2:30][CH:31]([OH:49])[CH2:32][NH:33][C:34]1[CH:39]=[C:38](B2OC(C)(C)C(C)(C)O2)[CH:37]=[CH:36][N:35]=1.C([O-])([O-])=O.[K+].[K+]. The catalyst is O1CCOCC1.O.C1C=CC(P(C2C=CC=CC=2)[C-]2C=CC=C2)=CC=1.C1C=CC(P(C2C=CC=CC=2)[C-]2C=CC=C2)=CC=1.Cl[Pd]Cl.[Fe+2]. The product is [CH2:20]1[C:29]2[C:24](=[CH:25][CH:26]=[CH:27][CH:28]=2)[CH2:23][CH2:22][N:21]1[CH2:30][CH:31]([OH:49])[CH2:32][NH:33][C:34]1[CH:39]=[C:38]([C:2]2[N:3]=[CH:4][C:5]3[CH:10]=[CH:9][N:8]([CH2:11][C:12]([N:14]4[CH2:19][CH2:18][O:17][CH2:16][CH2:15]4)=[O:13])[C:6]=3[N:7]=2)[CH:37]=[CH:36][N:35]=1. The yield is 0.290.